Dataset: Catalyst prediction with 721,799 reactions and 888 catalyst types from USPTO. Task: Predict which catalyst facilitates the given reaction. The catalyst class is: 20. Product: [CH2:1]([O:8][C:9]([N:11]1[CH2:27][CH2:26][C:15]2[C:16]3[CH:17]([O:25][CH3:30])[C:18]([F:23])([F:24])[CH2:19][C:20]=3[CH:21]=[CH:22][C:14]=2[CH2:13][CH2:12]1)=[O:10])[C:2]1[CH:3]=[CH:4][CH:5]=[CH:6][CH:7]=1. Reactant: [CH2:1]([O:8][C:9]([N:11]1[CH2:27][CH2:26][C:15]2[C:16]3[CH:17]([OH:25])[C:18]([F:24])([F:23])[CH2:19][C:20]=3[CH:21]=[CH:22][C:14]=2[CH2:13][CH2:12]1)=[O:10])[C:2]1[CH:7]=[CH:6][CH:5]=[CH:4][CH:3]=1.[BH4-].[Na+].[CH3:30]I.